Dataset: Full USPTO retrosynthesis dataset with 1.9M reactions from patents (1976-2016). Task: Predict the reactants needed to synthesize the given product. (1) Given the product [Cl:21][C:17]1[CH:18]=[C:19]2[C:14](=[CH:15][CH:16]=1)[NH:13][C:12](=[O:22])[C:11]([C@@H:9]([NH:8][C:4]1[C:3]([F:23])=[C:2]([NH:1][C:24](=[O:26])[CH3:25])[CH:7]=[CH:6][N:5]=1)[CH3:10])=[CH:20]2, predict the reactants needed to synthesize it. The reactants are: [NH2:1][C:2]1[CH:7]=[CH:6][N:5]=[C:4]([NH:8][C@H:9]([C:11]2[C:12](=[O:22])[NH:13][C:14]3[C:19]([CH:20]=2)=[CH:18][C:17]([Cl:21])=[CH:16][CH:15]=3)[CH3:10])[C:3]=1[F:23].[C:24](OC(=O)C)(=[O:26])[CH3:25].CCN(C(C)C)C(C)C.CN(C=O)C. (2) The reactants are: [Cl:1][C:2]1[CH:3]=[N:4][C:5]2[N:6]([N:8]=[C:9]([C:11]([OH:13])=O)[CH:10]=2)[CH:7]=1.[CH3:14][CH:15]1[CH2:24][C:23]2[C:18](=[CH:19][CH:20]=[CH:21][CH:22]=2)[CH2:17][NH:16]1. Given the product [Cl:1][C:2]1[CH:3]=[N:4][C:5]2[N:6]([N:8]=[C:9]([C:11]([N:16]3[CH:15]([CH3:14])[CH2:24][C:23]4[C:18](=[CH:19][CH:20]=[CH:21][CH:22]=4)[CH2:17]3)=[O:13])[CH:10]=2)[CH:7]=1, predict the reactants needed to synthesize it. (3) Given the product [Si:21]([O:20][CH2:19][CH2:18][CH2:17][N:13]([CH2:14][CH2:15][CH3:16])[C:12]([C:10]1=[CH:11][C:5]2[CH:4]=[CH:3][C:2]([C:49]3[CH:48]=[CH:47][C:46]([C:44]([N:41]4[CH2:42][CH2:43][C@H:39]([OH:38])[CH2:40]4)=[O:45])=[CH:51][CH:50]=3)=[CH:37][C:6]=2[N:7]=[C:8]([NH:29][C:30](=[O:36])[O:31][C:32]([CH3:33])([CH3:34])[CH3:35])[CH2:9]1)=[O:28])([C:24]([CH3:27])([CH3:26])[CH3:25])([CH3:23])[CH3:22], predict the reactants needed to synthesize it. The reactants are: Br[C:2]1[CH:3]=[CH:4][C:5]2=[C:6]([CH:37]=1)[N:7]=[C:8]([NH:29][C:30](=[O:36])[O:31][C:32]([CH3:35])([CH3:34])[CH3:33])[CH2:9][C:10]([C:12](=[O:28])[N:13]([CH2:17][CH2:18][CH2:19][O:20][Si:21]([C:24]([CH3:27])([CH3:26])[CH3:25])([CH3:23])[CH3:22])[CH2:14][CH2:15][CH3:16])=[CH:11]2.[OH:38][C@H:39]1[CH2:43][CH2:42][N:41]([C:44]([C:46]2[CH:51]=[CH:50][C:49](B3OC(C)(C)C(C)(C)O3)=[CH:48][CH:47]=2)=[O:45])[CH2:40]1.CC1(C)C(C)(C)OB(C2C=CC(C(O)=O)=CC=2)O1.N1CC[C@H](O)C1.